This data is from Reaction yield outcomes from USPTO patents with 853,638 reactions. The task is: Predict the reaction yield, written as a fraction of the theoretical maximum amount of product (1.0 means a 100% yield; for example, 0.34 means a 34% yield). (1) The reactants are [C:1]1([S:7]([N:10]2[C:14]3=[N:15][CH:16]=[C:17]([O:19][CH3:20])[CH:18]=[C:13]3[C:12](I)=[CH:11]2)(=[O:9])=[O:8])[CH:6]=[CH:5][CH:4]=[CH:3][CH:2]=1.C([Mg]Cl)(C)C.[C:27]([O:31][C:32](=[O:54])[N:33]([C:45]1[CH:50]=[CH:49][C:48]([CH:51]=[O:52])=[C:47]([F:53])[N:46]=1)[CH2:34][C:35]1[CH:36]=[N:37][C:38]([C:41]([F:44])([F:43])[F:42])=[CH:39][CH:40]=1)([CH3:30])([CH3:29])[CH3:28].[Cl-].[NH4+]. The catalyst is O1CCCC1. The product is [C:27]([O:31][C:32](=[O:54])[N:33]([C:45]1[CH:50]=[CH:49][C:48]([CH:51]([C:12]2[C:13]3[C:14](=[N:15][CH:16]=[C:17]([O:19][CH3:20])[CH:18]=3)[N:10]([S:7]([C:1]3[CH:6]=[CH:5][CH:4]=[CH:3][CH:2]=3)(=[O:9])=[O:8])[CH:11]=2)[OH:52])=[C:47]([F:53])[N:46]=1)[CH2:34][C:35]1[CH:36]=[N:37][C:38]([C:41]([F:43])([F:42])[F:44])=[CH:39][CH:40]=1)([CH3:30])([CH3:28])[CH3:29]. The yield is 0.600. (2) The reactants are [C:1]1([N:7]([C:13]([CH3:15])=[O:14])[CH2:8][C:9]([O:11]C)=O)[CH:6]=[CH:5][CH:4]=[CH:3][CH:2]=1.[NH2:16][C@H:17]([C:26]([NH2:28])=[O:27])[CH2:18][C:19]1[CH:24]=[CH:23][C:22]([OH:25])=[CH:21][CH:20]=1.CCOC(C)=O.[OH-].[Na+]. The catalyst is C(O)(C)(C)C.O. The product is [C:1]1([N:7]([C:13]([CH3:15])=[O:14])[CH2:8][C:9]([NH:16][C@H:17]([C:26]([NH2:28])=[O:27])[CH2:18][C:19]2[CH:20]=[CH:21][C:22]([OH:25])=[CH:23][CH:24]=2)=[O:11])[CH:2]=[CH:3][CH:4]=[CH:5][CH:6]=1. The yield is 0.320. (3) The reactants are [CH:1]([NH:4][C:5]1[C:6]([NH2:11])=[CH:7][CH:8]=[CH:9][CH:10]=1)([CH3:3])[CH3:2].[Cl:12][CH2:13][C:14](O)=O. No catalyst specified. The product is [Cl:12][CH2:13][C:14]1[N:4]([CH:1]([CH3:3])[CH3:2])[C:5]2[CH:10]=[CH:9][CH:8]=[CH:7][C:6]=2[N:11]=1. The yield is 0.380. (4) The reactants are CO[C:3](=[O:23])/[C:4](/[C:12]1[CH:17]=[CH:16][C:15]([S:18]([CH3:21])(=[O:20])=[O:19])=[C:14]([Cl:22])[CH:13]=1)=[N:5]/[O:6][CH:7]1[CH2:11][CH2:10][CH2:9][CH2:8]1.[CH3:24][NH:25][C:26]([NH2:28])=[O:27].C[O-].[Mg+2].C[O-]. The catalyst is CO. The product is [Cl:22][C:14]1[CH:13]=[C:12](/[C:4](=[N:5]\[O:6][CH:7]2[CH2:8][CH2:9][CH2:10][CH2:11]2)/[C:3]([NH:28][C:26]([NH:25][CH3:24])=[O:27])=[O:23])[CH:17]=[CH:16][C:15]=1[S:18]([CH3:21])(=[O:19])=[O:20]. The yield is 0.360.